From a dataset of Reaction yield outcomes from USPTO patents with 853,638 reactions. Predict the reaction yield, written as a fraction of the theoretical maximum amount of product (1.0 means a 100% yield; for example, 0.34 means a 34% yield). The reactants are [OH-].[Na+].[F:3][CH:4]([F:24])[C:5]1[CH:6]=[CH:7][C:8]2[O:13][CH:12]([C:14]([F:17])([F:16])[F:15])[C:11]([C:18]([O:20]CC)=[O:19])=[CH:10][C:9]=2[CH:23]=1. The catalyst is C1COCC1.CCO.O. The product is [F:24][CH:4]([F:3])[C:5]1[CH:6]=[CH:7][C:8]2[O:13][CH:12]([C:14]([F:17])([F:15])[F:16])[C:11]([C:18]([OH:20])=[O:19])=[CH:10][C:9]=2[CH:23]=1. The yield is 0.600.